Predict the reaction yield, written as a fraction of the theoretical maximum amount of product (1.0 means a 100% yield; for example, 0.34 means a 34% yield). From a dataset of Reaction yield outcomes from USPTO patents with 853,638 reactions. (1) The reactants are Br[C:2]1[C:10]2[O:9][C:8]([CH2:11][N:12]3[C:20](=[O:21])[C:19]4[C:14](=[CH:15][CH:16]=[CH:17][CH:18]=4)[C:13]3=[O:22])=[CH:7][C:6]=2[CH:5]=[C:4]([Cl:23])[CH:3]=1.C(=O)([O-])[O-].[K+].[K+].[C:30]1(B(O)O)[CH:35]=[CH:34][CH:33]=[CH:32][CH:31]=1. The catalyst is O1CCOCC1.O. The product is [Cl:23][C:4]1[CH:3]=[C:2]([C:30]2[CH:35]=[CH:34][CH:33]=[CH:32][CH:31]=2)[C:10]2[O:9][C:8]([CH2:11][N:12]3[C:20](=[O:21])[C:19]4[C:14](=[CH:15][CH:16]=[CH:17][CH:18]=4)[C:13]3=[O:22])=[CH:7][C:6]=2[CH:5]=1. The yield is 0.850. (2) The reactants are Br[C:2]1[CH:3]=[C:4]2[C:9](=[N:10][CH:11]=1)[NH:8][C:7](=[O:12])[CH2:6][CH2:5]2.[CH2:13]([N:20]1[C:28]2[C:23](=[CH:24][CH:25]=[CH:26][CH:27]=2)[C:22]([CH2:29][N:30]([CH3:35])[C:31](=[O:34])[CH:32]=[CH2:33])=[CH:21]1)[C:14]1[CH:19]=[CH:18][CH:17]=[CH:16][CH:15]=1.C1(C)C=CC=CC=1P(C1C=CC=CC=1C)C1C=CC=CC=1C.C(N(C(C)C)CC)(C)C. The catalyst is C(#N)CC.CC([O-])=O.CC([O-])=O.[Pd+2]. The product is [CH2:13]([N:20]1[C:28]2[C:23](=[CH:24][CH:25]=[CH:26][CH:27]=2)[C:22]([CH2:29][N:30]([CH3:35])[C:31](=[O:34])/[CH:32]=[CH:33]/[C:2]2[CH:11]=[N:10][C:9]3[NH:8][C:7](=[O:12])[CH2:6][CH2:5][C:4]=3[CH:3]=2)=[CH:21]1)[C:14]1[CH:15]=[CH:16][CH:17]=[CH:18][CH:19]=1. The yield is 0.350. (3) The reactants are [CH3:1][C:2]([C:5]1[CH:10]=[CH:9][C:8]([CH2:11][N:12]2[C:17](=[O:18])[C:16]([C:19]([NH:21][CH2:22][C:23]([OH:25])=[O:24])=[O:20])=[C:15]([OH:26])[N:14]=[C:13]2[CH3:27])=[CH:7][CH:6]=1)([CH3:4])[CH3:3].CC(C1C=CC(CN2C(=O)C=C(O)N=C2C)=CC=1)(C)C.CCN(C(C)C)C(C)C.[N:57]([CH2:60][C:61](OCC)=O)=[C:58]=O.[OH-].[Na+].[ClH:68].[Cl:69][CH2:70]Cl. The catalyst is C1(C)C=CC=CC=1.O. The product is [Cl:68][C:61]1[CH:60]=[N:57][CH:58]=[C:70]([Cl:69])[C:27]=1[C:13]1[N:12]([CH2:11][C:8]2[CH:9]=[CH:10][C:5]([C:2]([CH3:1])([CH3:3])[CH3:4])=[CH:6][CH:7]=2)[C:17](=[O:18])[C:16]([C:19]([NH:21][CH2:22][C:23]([OH:25])=[O:24])=[O:20])=[C:15]([OH:26])[N:14]=1. The yield is 0.221. (4) The reactants are [O:1]1[C@H:3]([CH3:4])[CH2:2]1.[CH2:5]([Mg]Br)[CH2:6][CH2:7][CH:8]=[CH2:9].[NH4+].[Cl-]. The catalyst is C1COCC1. The product is [CH3:4][C@@H:3]([OH:1])[CH2:2][CH2:9][CH2:8][CH2:7][CH:6]=[CH2:5]. The yield is 0.650. (5) The reactants are Cl.[NH2:2][C@H:3]([C:6]([NH2:8])=[O:7])[CH2:4][OH:5].[C:9]([O:20][C@H:21]([CH2:26][CH2:27][CH2:28][CH2:29][CH2:30][CH2:31][CH2:32][CH2:33][CH2:34][CH2:35][CH3:36])[CH2:22][C:23](O)=[O:24])(=[O:19])[CH2:10][CH2:11][CH2:12][CH2:13][CH2:14][CH2:15][CH2:16][CH2:17][CH3:18].CCOC1N(C(OCC)=O)C2C(=CC=CC=2)C=C1. The catalyst is C(Cl)Cl. The product is [C:9]([O:20][C@H:21]([CH2:26][CH2:27][CH2:28][CH2:29][CH2:30][CH2:31][CH2:32][CH2:33][CH2:34][CH2:35][CH3:36])[CH2:22][C:23]([NH:8][C:6](=[O:7])[C@H:3]([CH2:4][OH:5])[NH2:2])=[O:24])(=[O:19])[CH2:10][CH2:11][CH2:12][CH2:13][CH2:14][CH2:15][CH2:16][CH2:17][CH3:18]. The yield is 0.740. (6) The reactants are Cl.[Br:2][C:3]1[CH:4]=[C:5]([CH2:9][C:10]([OH:12])=[O:11])[CH:6]=[CH:7][CH:8]=1.[CH3:13][CH2:14]O. No catalyst specified. The product is [CH2:13]([O:11][C:10](=[O:12])[CH2:9][C:5]1[CH:6]=[CH:7][CH:8]=[C:3]([Br:2])[CH:4]=1)[CH3:14]. The yield is 0.934. (7) The reactants are [CH2:1]([O:3][C:4](=[O:21])[C:5](=[C:7]1[C:16](=O)[C:15]2[C:10](=[CH:11][C:12]([O:19][CH3:20])=[C:13]([Br:18])[CH:14]=2)[O:9][CH2:8]1)O)[CH3:2].Cl.[S:23]1[CH:27]=[CH:26][C:25]([NH:28][NH2:29])=[CH:24]1. The catalyst is C(O)C.C(O)(=O)C. The product is [Br:18][C:13]1[C:12]([O:19][CH3:20])=[CH:11][C:10]2[O:9][CH2:8][C:7]3[C:5]([C:4]([O:3][CH2:1][CH3:2])=[O:21])=[N:29][N:28]([C:25]4[CH:26]=[CH:27][S:23][CH:24]=4)[C:16]=3[C:15]=2[CH:14]=1. The yield is 0.870. (8) The reactants are [Cl-].[C:2]([C:6]1[CH:11]=[CH:10][C:9]([I+:12][C:13]2[CH:18]=[CH:17][C:16]([C:19]([CH3:22])([CH3:21])[CH3:20])=[CH:15][CH:14]=2)=[CH:8][CH:7]=1)([CH3:5])([CH3:4])[CH3:3].[C:23]12([CH2:33][S:34]([O:37]C)(=[O:36])=[O:35])[C:30]([CH3:32])([CH3:31])[CH:27]([CH2:28][CH2:29]1)[CH2:26][C:24]2=[O:25]. The catalyst is C(OCC)(=O)C. The product is [C:23]12([CH2:33][S:34]([O-:37])(=[O:35])=[O:36])[C:30]([CH3:32])([CH3:31])[CH:27]([CH2:28][CH2:29]1)[CH2:26][C:24]2=[O:25].[C:19]([C:16]1[CH:17]=[CH:18][C:13]([I+:12][C:9]2[CH:8]=[CH:7][C:6]([C:2]([CH3:5])([CH3:4])[CH3:3])=[CH:11][CH:10]=2)=[CH:14][CH:15]=1)([CH3:22])([CH3:21])[CH3:20]. The yield is 0.830. (9) The reactants are N[C:2]1[C:3]([N+:14]([O-:16])=[O:15])=[CH:4][C:5]2[O:10][C:9]([CH3:12])([CH3:11])[CH:8]=[CH:7][C:6]=2[CH:13]=1.N([O-])=O.[Na+]. The catalyst is CO.[PH2](O)=O. The product is [CH3:11][C:9]1([CH3:12])[CH:8]=[CH:7][C:6]2[CH:13]=[CH:2][C:3]([N+:14]([O-:16])=[O:15])=[CH:4][C:5]=2[O:10]1. The yield is 0.610. (10) The reactants are [Cl:1][C:2]1[CH:7]=[CH:6][C:5]([O:8]C)=[CH:4][C:3]=1[C:10]1[CH:34]=[C:33]([CH3:35])[C:13]2[N:14]=[C:15]([NH:18][C:19]3[CH:24]=[CH:23][CH:22]=[C:21]([S:25][CH2:26][CH2:27][N:28]4[CH2:32][CH2:31][CH2:30][CH2:29]4)[CH:20]=3)[N:16]=[N:17][C:12]=2[CH:11]=1.B(Br)(Br)Br. The catalyst is C(Cl)Cl. The product is [Cl:1][C:2]1[CH:7]=[CH:6][C:5]([OH:8])=[CH:4][C:3]=1[C:10]1[CH:34]=[C:33]([CH3:35])[C:13]2[N:14]=[C:15]([NH:18][C:19]3[CH:24]=[CH:23][CH:22]=[C:21]([S:25][CH2:26][CH2:27][N:28]4[CH2:29][CH2:30][CH2:31][CH2:32]4)[CH:20]=3)[N:16]=[N:17][C:12]=2[CH:11]=1. The yield is 0.220.